From a dataset of Forward reaction prediction with 1.9M reactions from USPTO patents (1976-2016). Predict the product of the given reaction. (1) Given the reactants [CH3:1][C:2]1[C:3]([O:8][C:9]2[CH:14]=[CH:13][C:12]([NH2:15])=[CH:11][CH:10]=2)=[N:4][CH:5]=[CH:6][CH:7]=1.Cl[C:17]1[NH:18][C:19]2[CH:25]=[CH:24][CH:23]=[CH:22][C:20]=2[N:21]=1, predict the reaction product. The product is: [CH3:1][C:2]1[C:3]([O:8][C:9]2[CH:10]=[CH:11][C:12]([NH:15][C:17]3[NH:21][C:20]4[CH:22]=[CH:23][CH:24]=[CH:25][C:19]=4[N:18]=3)=[CH:13][CH:14]=2)=[N:4][CH:5]=[CH:6][CH:7]=1. (2) Given the reactants [CH:1]([C:3]1[CH:26]=[CH:25][C:6]([CH2:7][NH:8][C:9](=[O:24])[CH2:10][CH2:11][C:12]2[CH:17]=[CH:16][C:15]([O:18][CH2:19][C:20]#[CH:21])=[C:14]([O:22][CH3:23])[CH:13]=2)=[CH:5][CH:4]=1)=[O:2].C(O)C.[BH4-].[Na+].[Cl-].[NH4+], predict the reaction product. The product is: [OH:2][CH2:1][C:3]1[CH:4]=[CH:5][C:6]([CH2:7][NH:8][C:9](=[O:24])[CH2:10][CH2:11][C:12]2[CH:17]=[CH:16][C:15]([O:18][CH2:19][C:20]#[CH:21])=[C:14]([O:22][CH3:23])[CH:13]=2)=[CH:25][CH:26]=1. (3) The product is: [N:38]1([CH2:37][CH2:36][CH2:35][CH2:34][C:31]2[N:30]=[N:29][C:28]([O:18][CH2:17][C:15]3[N:16]=[C:12]([CH:11]=[CH:10][C:7]4[CH:8]=[CH:9][C:4]([O:3][C:2]([F:1])([F:19])[F:20])=[CH:5][CH:6]=4)[O:13][CH:14]=3)=[CH:33][CH:32]=2)[CH:42]=[CH:41][N:40]=[N:39]1. Given the reactants [F:1][C:2]([F:20])([F:19])[O:3][C:4]1[CH:9]=[CH:8][C:7]([CH:10]=[CH:11][C:12]2[O:13][CH:14]=[C:15]([CH2:17][OH:18])[N:16]=2)=[CH:6][CH:5]=1.CC(C)([O-])C.[Na+].Cl[C:28]1[N:29]=[N:30][C:31]([CH2:34][CH2:35][CH2:36][CH2:37][N:38]2[CH:42]=[CH:41][N:40]=[N:39]2)=[CH:32][CH:33]=1.C(OCC)(=O)C, predict the reaction product. (4) Given the reactants Cl[C:2]1[N:7]=[C:6]([NH:8][C:9]2[CH:13]=[C:12]([N:14]([CH3:16])[CH3:15])[NH:11][N:10]=2)[C:5]([Cl:17])=[CH:4][N:3]=1.Cl.[F:19][C:20]1[CH:21]=[N:22][C:23]([C@@H:26]([NH2:28])[CH3:27])=[N:24][CH:25]=1.CCN(C(C)C)C(C)C, predict the reaction product. The product is: [Cl:17][C:5]1[C:6]([NH:8][C:9]2[CH:13]=[C:12]([N:14]([CH3:16])[CH3:15])[NH:11][N:10]=2)=[N:7][C:2]([NH:28][C@H:26]([C:23]2[N:24]=[CH:25][C:20]([F:19])=[CH:21][N:22]=2)[CH3:27])=[N:3][CH:4]=1. (5) Given the reactants [Cl:1][C:2]1[CH:3]=[CH:4][C:5](I)=[C:6]([C:8]([C:10]2[C:15]([O:16][CH3:17])=[CH:14][CH:13]=[CH:12][C:11]=2[F:18])=[O:9])[CH:7]=1.[CH2:20]([NH:23][C:24](=[O:30])[O:25][C:26]([CH3:29])([CH3:28])[CH3:27])[C:21]#[CH:22].C1CCCCC1.C(NCC)C, predict the reaction product. The product is: [Cl:1][C:2]1[CH:3]=[CH:4][C:5]([C:22]#[C:21][CH2:20][NH:23][C:24](=[O:30])[O:25][C:26]([CH3:28])([CH3:27])[CH3:29])=[C:6]([C:8](=[O:9])[C:10]2[C:15]([O:16][CH3:17])=[CH:14][CH:13]=[CH:12][C:11]=2[F:18])[CH:7]=1.